This data is from Full USPTO retrosynthesis dataset with 1.9M reactions from patents (1976-2016). The task is: Predict the reactants needed to synthesize the given product. (1) Given the product [CH:8]([O:11][C:12]1[N:16]([CH2:23][O:22][CH2:21][CH2:20][Si:19]([CH3:26])([CH3:25])[CH3:18])[N:15]=[C:14]([NH2:17])[CH:13]=1)([CH3:10])[CH3:9], predict the reactants needed to synthesize it. The reactants are: [H-].[Na+].CN(C=O)C.[CH:8]([O:11][C:12]1[NH:16][N:15]=[C:14]([NH2:17])[CH:13]=1)([CH3:10])[CH3:9].[CH3:18][Si:19]([CH3:26])([CH3:25])[CH2:20][CH2:21][O:22][CH2:23]Cl. (2) Given the product [S:16]1[C:12]([CH:5]2[CH2:4][NH:1][C:7](=[O:8])[CH2:6]2)=[CH:13][N:14]=[CH:15]1, predict the reactants needed to synthesize it. The reactants are: [N+:1]([CH2:4][CH:5]([C:12]1[S:16][CH:15]=[N:14][CH:13]=1)[CH2:6][C:7](OCC)=[O:8])([O-])=O.[Cl-].[NH4+].O. (3) Given the product [CH2:7]([O:14][CH2:15][C@@H:16]([CH3:21])[CH2:17][OH:18])[C:8]1[CH:13]=[CH:12][CH:11]=[CH:10][CH:9]=1, predict the reactants needed to synthesize it. The reactants are: [H-].[H-].[H-].[H-].[Li+].[Al+3].[CH2:7]([O:14][CH2:15][C@@H:16]([CH3:21])[C:17](OC)=[O:18])[C:8]1[CH:13]=[CH:12][CH:11]=[CH:10][CH:9]=1.[O-]S([O-])(=O)=O.[Na+].[Na+]. (4) Given the product [ClH:1].[ClH:1].[NH2:4][C:7]1[CH:12]=[CH:11][C:10]([NH:13][CH2:14][CH2:15][S:16]([NH:19][CH2:20][CH:21]2[CH2:25][CH2:24][CH2:23][O:22]2)(=[O:18])=[O:17])=[CH:9][CH:8]=1, predict the reactants needed to synthesize it. The reactants are: [Cl-:1].[NH4+].O.[N+:4]([C:7]1[CH:12]=[CH:11][C:10]([NH:13][CH2:14][CH2:15][S:16]([NH:19][CH2:20][CH:21]2[CH2:25][CH2:24][CH2:23][O:22]2)(=[O:18])=[O:17])=[CH:9][CH:8]=1)([O-])=O.